Dataset: Peptide-MHC class II binding affinity with 134,281 pairs from IEDB. Task: Regression. Given a peptide amino acid sequence and an MHC pseudo amino acid sequence, predict their binding affinity value. This is MHC class II binding data. (1) The peptide sequence is FEAAFNDAIKASTGG. The MHC is DRB1_1001 with pseudo-sequence DRB1_1001. The binding affinity (normalized) is 0.405. (2) The peptide sequence is EKKYFAATQFEPLAA. The MHC is DRB4_0101 with pseudo-sequence DRB4_0103. The binding affinity (normalized) is 0.380. (3) The peptide sequence is GELQIVDPIDAAFKI. The MHC is DRB1_0701 with pseudo-sequence DRB1_0701. The binding affinity (normalized) is 0.796. (4) The peptide sequence is EEGSRAYRNALSMMP. The MHC is DRB3_0202 with pseudo-sequence DRB3_0202. The binding affinity (normalized) is 0.607.